Dataset: Catalyst prediction with 721,799 reactions and 888 catalyst types from USPTO. Task: Predict which catalyst facilitates the given reaction. Product: [CH:13]1([O:12][C:7]2[CH:8]=[C:9]3[C:4](=[CH:5][C:6]=2[O:18][CH3:19])[N:3]=[C:2]([NH:20][C@H:21]2[CH2:26][CH2:25][C@H:24]([OH:27])[CH2:23][CH2:22]2)[N:11]=[CH:10]3)[CH2:17][CH2:16][CH2:15][CH2:14]1. The catalyst class is: 23. Reactant: Cl[C:2]1[N:11]=[CH:10][C:9]2[C:4](=[CH:5][C:6]([O:18][CH3:19])=[C:7]([O:12][CH:13]3[CH2:17][CH2:16][CH2:15][CH2:14]3)[CH:8]=2)[N:3]=1.[NH2:20][C@H:21]1[CH2:26][CH2:25][C@H:24]([OH:27])[CH2:23][CH2:22]1.